Dataset: Forward reaction prediction with 1.9M reactions from USPTO patents (1976-2016). Task: Predict the product of the given reaction. (1) Given the reactants [NH2:1][C:2]1[N:7]=[C:6]([S:8]([NH:11][C:12]([C:14]2[C:15](Cl)=[N:16][C:17](Cl)=[CH:18][CH:19]=2)=[O:13])(=[O:10])=[O:9])[CH:5]=[CH:4][CH:3]=1.[OH:22][C:23]1[C:28]([CH3:29])=[CH:27][C:26]([C:30]([C:32]2[CH:37]=[CH:36][CH:35]=[CH:34][CH:33]=2)=[O:31])=[CH:25][C:24]=1[CH3:38].[H-].[Na+], predict the reaction product. The product is: [NH2:1][C:2]1[N:7]=[C:6]([S:8]([NH:11][C:12]([C:14]2[C:15]([O:22][C:23]3[C:28]([CH3:29])=[CH:27][C:26]([C:30](=[O:31])[C:32]4[CH:33]=[CH:34][CH:35]=[CH:36][CH:37]=4)=[CH:25][C:24]=3[CH3:38])=[N:16][C:17]([O:22][C:23]3[C:28]([CH3:29])=[CH:27][C:26]([C:30](=[O:31])[C:32]4[CH:37]=[CH:36][CH:35]=[CH:34][CH:33]=4)=[CH:25][C:24]=3[CH3:38])=[CH:18][CH:19]=2)=[O:13])(=[O:10])=[O:9])[CH:5]=[CH:4][CH:3]=1. (2) Given the reactants [OH:1][C:2]1[CH:9]=[CH:8][C:7]([N+:10]([O-:12])=[O:11])=[CH:6][C:3]=1[CH:4]=[O:5].[CH:13](I)([CH3:15])[CH3:14].C(=O)([O-])[O-].[K+].[K+], predict the reaction product. The product is: [CH:13]([O:1][C:2]1[CH:9]=[CH:8][C:7]([N+:10]([O-:12])=[O:11])=[CH:6][C:3]=1[CH:4]=[O:5])([CH3:15])[CH3:14]. (3) Given the reactants [CH3:1][S:2]([O:5][C@H:6]([C@@H:19]1[CH:23]=[CH:22][CH2:21][O:20]1)[CH2:7][NH:8][C:9]([O:11][CH2:12][C:13]1[CH:18]=[CH:17][CH:16]=[CH:15][CH:14]=1)=[O:10])(=[O:4])=[O:3].C(N(CC([O-])=O)CC(O)=O)CN(CC([O-])=O)CC(O)=[O:29].[Na+].[Na+].FC(F)(F)C(C)=O.C(=O)(O)[O-].[Na+].OOS([O-])=O.[K+], predict the reaction product. The product is: [CH3:1][S:2]([O:5][C@H:6]([C@H:19]1[O:20][CH2:21][C@H:22]2[C@@H:23]1[O:29]2)[CH2:7][NH:8][C:9]([O:11][CH2:12][C:13]1[CH:18]=[CH:17][CH:16]=[CH:15][CH:14]=1)=[O:10])(=[O:3])=[O:4]. (4) The product is: [OH:9][CH2:8][C@@H:7]([N:10]([S:11]([C:14]1[CH:19]=[CH:18][C:17]([CH2:20][OH:21])=[CH:16][CH:15]=1)(=[O:13])=[O:12])[CH2:22][CH2:23][CH:24]([CH3:25])[CH3:26])[CH2:6][CH2:5][CH2:4][C@@H:3]([NH:2][C:50](=[O:51])[C@H:36]([CH:37]([C:38]1[CH:39]=[CH:40][CH:41]=[CH:42][CH:43]=1)[C:44]1[CH:45]=[CH:46][CH:47]=[CH:48][CH:49]=1)[NH:35][C:33]([O:32][CH3:31])=[O:34])[C:27]([F:30])([F:28])[F:29]. Given the reactants Cl.[NH2:2][C@@H:3]([C:27]([F:30])([F:29])[F:28])[CH2:4][CH2:5][CH2:6][C@H:7]([N:10]([CH2:22][CH2:23][CH:24]([CH3:26])[CH3:25])[S:11]([C:14]1[CH:19]=[CH:18][C:17]([CH2:20][OH:21])=[CH:16][CH:15]=1)(=[O:13])=[O:12])[CH2:8][OH:9].[CH3:31][O:32][C:33]([NH:35][C@H:36]([C:50](O)=[O:51])[CH:37]([C:44]1[CH:49]=[CH:48][CH:47]=[CH:46][CH:45]=1)[C:38]1[CH:43]=[CH:42][CH:41]=[CH:40][CH:39]=1)=[O:34].CCN(C(C)C)C(C)C.C1CN([P+](Br)(N2CCCC2)N2CCCC2)CC1.F[P-](F)(F)(F)(F)F, predict the reaction product. (5) Given the reactants [OH:1][CH2:2][C:3]1[CH:14]=[CH:13][CH:12]=[CH:11][C:4]=1[C:5]([N:7]([O:9][CH3:10])[CH3:8])=[O:6].N1C=CN=C1.[C:20]([Si:24]([CH3:27])([CH3:26])Cl)([CH3:23])([CH3:22])[CH3:21].O, predict the reaction product. The product is: [Si:24]([O:1][CH2:2][C:3]1[CH:14]=[CH:13][CH:12]=[CH:11][C:4]=1[C:5]([N:7]([O:9][CH3:10])[CH3:8])=[O:6])([C:20]([CH3:23])([CH3:22])[CH3:21])([CH3:27])[CH3:26]. (6) Given the reactants [Cl:1][C:2]1[CH:3]=[C:4]([CH:26]=[CH:27][C:28]=1[F:29])[NH:5][C:6]1[C:15]2[C:10](=[CH:11][C:12]([O:24][CH3:25])=[CH:13][C:14]=2[O:16][CH2:17][C@@H:18]2[NH:22][CH2:21][C@H:20]([OH:23])[CH2:19]2)[N:9]=[CH:8][N:7]=1.[C:30](O)(=[O:33])[CH2:31][OH:32], predict the reaction product. The product is: [Cl:1][C:2]1[CH:3]=[C:4]([CH:26]=[CH:27][C:28]=1[F:29])[NH:5][C:6]1[C:15]2[C:10](=[CH:11][C:12]([O:24][CH3:25])=[CH:13][C:14]=2[O:16][CH2:17][C@@H:18]2[N:22]([C:31](=[O:32])[CH2:30][OH:33])[CH2:21][C@H:20]([OH:23])[CH2:19]2)[N:9]=[CH:8][N:7]=1. (7) Given the reactants Br[C:2]1[CH:30]=[CH:29][C:5]2[N:6]=[C:7]([NH:15][C:16]3[C:21]([Cl:22])=[CH:20][C:19]([C:23]4[NH:27][N:26]=[CH:25][CH:24]=4)=[CH:18][C:17]=3[Cl:28])[C:8]3[CH:9]=[CH:10][NH:11][C:12](=[O:14])[C:13]=3[C:4]=2[CH:3]=1.C1(P(C2CCCCC2)C2CCCCC2)CCCCC1.C([O-])(=O)C.[K+].[CH3:55][C:56]1([CH3:72])[C:60]([CH3:62])([CH3:61])[O:59][B:58]([B:58]2[O:59][C:60]([CH3:62])([CH3:61])[C:56]([CH3:72])([CH3:55])[O:57]2)[O:57]1, predict the reaction product. The product is: [Cl:28][C:17]1[CH:18]=[C:19]([C:23]2[NH:27][N:26]=[CH:25][CH:24]=2)[CH:20]=[C:21]([Cl:22])[C:16]=1[NH:15][C:7]1[C:8]2[CH:9]=[CH:10][NH:11][C:12](=[O:14])[C:13]=2[C:4]2[CH:3]=[C:2]([B:58]3[O:59][C:60]([CH3:62])([CH3:61])[C:56]([CH3:72])([CH3:55])[O:57]3)[CH:30]=[CH:29][C:5]=2[N:6]=1.